Dataset: Catalyst prediction with 721,799 reactions and 888 catalyst types from USPTO. Task: Predict which catalyst facilitates the given reaction. (1) The catalyst class is: 8. Product: [F:1][C:2]1[CH:27]=[CH:26][C:5]([CH2:6][CH:7]2[CH2:12][CH2:11][N:10]([CH2:13][CH2:14][NH2:15])[CH2:9][CH2:8]2)=[CH:4][CH:3]=1. Reactant: [F:1][C:2]1[CH:27]=[CH:26][C:5]([CH2:6][CH:7]2[CH2:12][CH2:11][N:10]([CH2:13][CH2:14][N:15]3C(=O)C4C(=CC=CC=4)C3=O)[CH2:9][CH2:8]2)=[CH:4][CH:3]=1.O.NN. (2) Reactant: Cl[C:2]1[C:11]2[C:6](=[CH:7][C:8]([O:14][CH3:15])=[C:9]([O:12][CH3:13])[CH:10]=2)[N:5]=[CH:4][N:3]=1.[OH:16][C:17]1[CH:30]=[CH:29][C:20]2[C:21]([C:25]([NH:27][CH3:28])=[O:26])=[C:22]([CH3:24])[O:23][C:19]=2[CH:18]=1.C([O-])([O-])=O.[K+].[K+]. Product: [CH3:13][O:12][C:9]1[CH:10]=[C:11]2[C:6](=[CH:7][C:8]=1[O:14][CH3:15])[N:5]=[CH:4][N:3]=[C:2]2[O:16][C:17]1[CH:30]=[CH:29][C:20]2[C:21]([C:25]([NH:27][CH3:28])=[O:26])=[C:22]([CH3:24])[O:23][C:19]=2[CH:18]=1. The catalyst class is: 23. (3) Reactant: [F:1][C:2]1[C:11]([F:12])=[C:10]2[C:5]([CH:6]=[CH:7][CH:8]=[N:9]2)=[CH:4][CH:3]=1.[I:13]N1C(=O)CCC1=O. Product: [F:1][C:2]1[C:11]([F:12])=[C:10]2[C:5]([CH:6]=[C:7]([I:13])[CH:8]=[N:9]2)=[CH:4][CH:3]=1. The catalyst class is: 15. (4) Reactant: Cl.[NH2:2][CH2:3][CH2:4][S:5][C:6]1[N:7]([C:16]2[CH:21]=[CH:20][C:19]([O:22][CH2:23][C:24]([F:27])([F:26])[F:25])=[CH:18][CH:17]=2)[C:8](=[O:15])[C:9]2[C:10](=[CH:12][S:13][CH:14]=2)[N:11]=1.C(N(CC)CC)C.[C:35](OC(=O)C)(=[O:37])[CH3:36]. Product: [O:15]=[C:8]1[N:7]([C:16]2[CH:17]=[CH:18][C:19]([O:22][CH2:23][C:24]([F:26])([F:25])[F:27])=[CH:20][CH:21]=2)[C:6]([S:5][CH2:4][CH2:3][NH:2][C:35](=[O:37])[CH3:36])=[N:11][C:10]2=[CH:12][S:13][CH:14]=[C:9]12. The catalyst class is: 453. (5) Reactant: [Cl:1][C:2]1[CH:3]=[C:4]2[C:9](=[CH:10][CH:11]=1)[NH:8][C:7](=[O:12])[C:6]([CH:13]=O)=[CH:5]2.[NH2:15][C:16]1[CH:23]=[CH:22][C:19]([C:20]#[N:21])=[CH:18][CH:17]=1.CC(N(C)C)=O.C(O[BH-](OC(=O)C)OC(=O)C)(=O)C.[Na+]. The catalyst class is: 26. Product: [Cl:1][C:2]1[CH:3]=[C:4]2[C:9](=[CH:10][CH:11]=1)[NH:8][C:7](=[O:12])[C:6]([CH2:13][NH:15][C:16]1[CH:23]=[CH:22][C:19]([C:20]#[N:21])=[CH:18][CH:17]=1)=[CH:5]2.